Predict the product of the given reaction. From a dataset of Forward reaction prediction with 1.9M reactions from USPTO patents (1976-2016). (1) Given the reactants [B:10]1([B:10]2[O:14][C:13]([CH3:16])([CH3:15])[C:12]([CH3:18])([CH3:17])[O:11]2)[O:14][C:13]([CH3:16])([CH3:15])[C:12]([CH3:18])([CH3:17])[O:11]1.C([O-])(=O)C.[K+].[C:24]([O:28][C:29]([N:31]1[CH2:36][C:35](OS(C(F)(F)F)(=O)=O)=[CH:34][CH2:33][CH2:32]1)=[O:30])([CH3:27])([CH3:26])[CH3:25], predict the reaction product. The product is: [C:24]([O:28][C:29]([N:31]1[CH2:32][C:33]([B:10]2[O:11][C:12]([CH3:17])([CH3:18])[C:13]([CH3:15])([CH3:16])[O:14]2)=[CH:34][CH2:35][CH2:36]1)=[O:30])([CH3:27])([CH3:25])[CH3:26]. (2) Given the reactants [Cl:1][C:2]1[CH:3]=[C:4]([NH:15][C:16]2[C:25]3[C:20](=[CH:21][C:22](F)=[C:23]([O:26][CH2:27][CH2:28][O:29][CH3:30])[CH:24]=3)[N:19]=[CH:18][C:17]=2[C:32]#[N:33])[CH:5]=[CH:6][C:7]=1[S:8][C:9]1[N:10]([CH3:14])[CH:11]=[CH:12][N:13]=1.[CH2:34]([N:36]1[CH2:41][CH2:40][N:39]([CH2:42][CH2:43][CH2:44][OH:45])[CH2:38][CH2:37]1)[CH3:35], predict the reaction product. The product is: [Cl:1][C:2]1[CH:3]=[C:4]([NH:15][C:16]2[C:25]3[C:20](=[CH:21][C:22]([O:45][CH2:44][CH2:43][CH2:42][N:39]4[CH2:38][CH2:37][N:36]([CH2:34][CH3:35])[CH2:41][CH2:40]4)=[C:23]([O:26][CH2:27][CH2:28][O:29][CH3:30])[CH:24]=3)[N:19]=[CH:18][C:17]=2[C:32]#[N:33])[CH:5]=[CH:6][C:7]=1[S:8][C:9]1[N:10]([CH3:14])[CH:11]=[CH:12][N:13]=1. (3) Given the reactants [CH3:1][CH:2]([CH3:9])[CH2:3][CH2:4][S:5](Cl)(=[O:7])=[O:6].[Cl:10][C:11]1[CH:16]=[C:15]([Cl:17])[CH:14]=[CH:13][C:12]=1[N:18]1[C:22]([C:23]2[CH:28]=[CH:27][C:26]([OH:29])=[CH:25][CH:24]=2)=[C:21]([CH3:30])[C:20]([C:31]([NH:33][N:34]2[CH2:39][CH2:38][CH2:37][CH2:36][CH2:35]2)=[O:32])=[N:19]1.O, predict the reaction product. The product is: [CH3:1][CH:2]([CH3:9])[CH2:3][CH2:4][S:5]([O:29][C:26]1[CH:27]=[CH:28][C:23]([C:22]2[N:18]([C:12]3[CH:13]=[CH:14][C:15]([Cl:17])=[CH:16][C:11]=3[Cl:10])[N:19]=[C:20]([C:31]([NH:33][N:34]3[CH2:35][CH2:36][CH2:37][CH2:38][CH2:39]3)=[O:32])[C:21]=2[CH3:30])=[CH:24][CH:25]=1)(=[O:7])=[O:6].